Dataset: Catalyst prediction with 721,799 reactions and 888 catalyst types from USPTO. Task: Predict which catalyst facilitates the given reaction. (1) Reactant: FC(F)(F)C(O)=O.[N:8]1[C:13]2[NH:14][C:15]3[CH:25]=[N:24][CH:23]=[CH:22][C:16]=3/[C:17](=[N:20]/[OH:21])/[C:18](=O)[C:12]=2[CH:11]=[CH:10][CH:9]=1.[Cl:26][C:27]1[CH:34]=[C:33]([CH2:35][O:36][Si:37]([CH:44]([CH3:46])[CH3:45])([CH:41]([CH3:43])[CH3:42])[CH:38]([CH3:40])[CH3:39])[CH:32]=[C:31]([Cl:47])[C:28]=1[CH:29]=O.C([O-])(=O)C.[NH4+:52]. Product: [Cl:26][C:27]1[CH:34]=[C:33]([CH2:35][O:36][Si:37]([CH:44]([CH3:46])[CH3:45])([CH:41]([CH3:43])[CH3:42])[CH:38]([CH3:40])[CH3:39])[CH:32]=[C:31]([Cl:47])[C:28]=1[C:29]1[N:20]([OH:21])[C:17]2[C:16]3[CH:22]=[CH:23][N:24]=[CH:25][C:15]=3[NH:14][C:13]3[N:8]=[CH:9][CH:10]=[CH:11][C:12]=3[C:18]=2[N:52]=1. The catalyst class is: 15. (2) Product: [CH2:41]([N:34]1[C:35](=[O:36])[C:37]2[NH:40][C:13]([C:11]3[O:10][N:9]=[C:8]([O:7][CH2:3][C:4]([OH:6])=[O:5])[CH:12]=3)=[N:39][C:38]=2[N:31]([CH2:28][CH2:29][CH3:30])[C:32]1=[O:33])[CH2:42][CH3:43]. The catalyst class is: 5. Reactant: C([CH:3]([O:7][C:8]1[CH:12]=[C:11]([C:13](O)=O)[O:10][N:9]=1)[C:4]([OH:6])=[O:5])C.CCN=C=NCCCN(C)C.Cl.[CH2:28]([N:31]1[C:38]([NH2:39])=[C:37]([NH2:40])[C:35](=[O:36])[N:34]([CH2:41][CH2:42][CH3:43])[C:32]1=[O:33])[CH2:29][CH3:30]. (3) Reactant: [N+:1]([C:4]1[CH:5]=[C:6]([CH:33]=[CH:34][CH:35]=1)[CH2:7][N:8]1[CH2:32][CH2:31][C:11]2([N:15]([C:16]3[CH:21]=[CH:20][CH:19]=[C:18]([F:22])[CH:17]=3)[C:14](=[O:23])[N:13]=[C:12]2[NH:24][CH:25]2[CH2:30][CH2:29][CH2:28][CH2:27][CH2:26]2)[CH2:10][CH2:9]1)([O-])=O. Product: [NH2:1][C:4]1[CH:5]=[C:6]([CH:33]=[CH:34][CH:35]=1)[CH2:7][N:8]1[CH2:32][CH2:31][C:11]2([N:15]([C:16]3[CH:21]=[CH:20][CH:19]=[C:18]([F:22])[CH:17]=3)[C:14](=[O:23])[N:13]=[C:12]2[NH:24][CH:25]2[CH2:26][CH2:27][CH2:28][CH2:29][CH2:30]2)[CH2:10][CH2:9]1. The catalyst class is: 14. (4) Reactant: [CH3:1][N:2]([CH2:35][CH2:36][N:37]1[CH2:42][CH2:41][O:40][CH2:39][CH2:38]1)[C:3]([C:5]1[CH:6]=[C:7]([CH:32]=[CH:33][CH:34]=1)[C:8]([NH:10][C:11]1[CH:16]=[CH:15][C:14]([N:17]2[CH2:22][CH2:21][CH2:20][CH2:19][CH2:18]2)=[CH:13][C:12]=1[C:23]1[CH:24]=[C:25]([CH:29]=[CH:30][N:31]=1)[C:26](O)=[O:27])=[O:9])=[O:4].[C@@H:43]1([NH2:53])[C:52]2[C:47](=[CH:48][CH:49]=[CH:50][CH:51]=2)[CH2:46][CH2:45][CH2:44]1.C(N(C(C)C)CC)(C)C.CN(C(ON1N=NC2C=CC=NC1=2)=[N+](C)C)C.F[P-](F)(F)(F)(F)F. Product: [CH3:1][N:2]([CH2:35][CH2:36][N:37]1[CH2:38][CH2:39][O:40][CH2:41][CH2:42]1)[C:3](=[O:4])[C:5]1[CH:34]=[CH:33][CH:32]=[C:7]([C:8]([NH:10][C:11]2[CH:16]=[CH:15][C:14]([N:17]3[CH2:18][CH2:19][CH2:20][CH2:21][CH2:22]3)=[CH:13][C:12]=2[C:23]2[CH:24]=[C:25]([C:26](=[O:27])[NH:53][C@@H:43]3[C:52]4[C:47](=[CH:48][CH:49]=[CH:50][CH:51]=4)[CH2:46][CH2:45][CH2:44]3)[CH:29]=[CH:30][N:31]=2)=[O:9])[CH:6]=1. The catalyst class is: 3. (5) Reactant: [CH3:1][C:2]1[CH:3]=[CH:4][C:5]([C:8]2[CH:9]=[C:10]([CH:18]=[C:19]([C:21]3[CH2:25][C@@H:24]([C:26]4[CH:31]=[CH:30][CH:29]=[CH:28][N:27]=4)[O:23][N:22]=3)[CH:20]=2)[C:11]([O:13]C(C)(C)C)=[O:12])=[N:6][CH:7]=1.Cl. Product: [CH3:1][C:2]1[CH:3]=[CH:4][C:5]([C:8]2[CH:9]=[C:10]([CH:18]=[C:19]([C:21]3[CH2:25][C@@H:24]([C:26]4[CH:31]=[CH:30][CH:29]=[CH:28][N:27]=4)[O:23][N:22]=3)[CH:20]=2)[C:11]([OH:13])=[O:12])=[N:6][CH:7]=1. The catalyst class is: 4.